This data is from Full USPTO retrosynthesis dataset with 1.9M reactions from patents (1976-2016). The task is: Predict the reactants needed to synthesize the given product. (1) Given the product [CH3:2][N:3]1[CH:7]=[C:6]([NH:8][C:9](=[O:39])[C:10]2[CH:15]=[C:14]([F:16])[CH:13]=[CH:12][C:11]=2[NH:17][C:18](=[O:38])[C:19]2[CH:24]=[CH:23][C:22]([N:25]3[CH2:26][CH2:27][CH2:28][CH2:29]3)=[CH:21][C:20]=2[O:30][CH:31]2[CH2:36][CH2:35][N:34]([CH3:37])[CH2:33][CH2:32]2)[C:5]([CH3:40])=[N:4]1, predict the reactants needed to synthesize it. The reactants are: Cl.[CH3:2][N:3]1[CH:7]=[C:6]([NH:8][C:9](=[O:39])[C:10]2[CH:15]=[C:14]([F:16])[CH:13]=[CH:12][C:11]=2[NH:17][C:18](=[O:38])[C:19]2[CH:24]=[CH:23][C:22]([N:25]3[CH2:29][CH2:28][CH2:27][CH2:26]3)=[CH:21][C:20]=2[O:30][CH:31]2[CH2:36][CH2:35][N:34]([CH3:37])[CH2:33][CH2:32]2)[C:5]([CH3:40])=[N:4]1.FC1C=CC2N=C(C3C=CC(N4CCCC4)=CC=3OC3CCN(C)CC3)OC(=O)C=2C=1.NC1N(C)N=C(C)C=1. (2) The reactants are: [CH2:1]([N:8]([CH2:26][C@H:27]([OH:49])[CH2:28][O:29][C:30]1[CH:35]=[CH:34][C:33]([O:36][CH2:37][C:38]2[CH:43]=[CH:42][CH:41]=[CH:40][CH:39]=2)=[C:32]([NH:44][S:45]([CH3:48])(=[O:47])=[O:46])[CH:31]=1)[CH:9]1[CH2:14][CH2:13][CH:12]([C:15]2[CH:25]=[CH:24][C:18]([C:19]([O:21]CC)=[O:20])=[CH:17][CH:16]=2)[CH2:11][CH2:10]1)[C:2]1[CH:7]=[CH:6][CH:5]=[CH:4][CH:3]=1.[OH-].[Na+]. Given the product [CH2:1]([N:8]([CH2:26][C@H:27]([OH:49])[CH2:28][O:29][C:30]1[CH:35]=[CH:34][C:33]([O:36][CH2:37][C:38]2[CH:43]=[CH:42][CH:41]=[CH:40][CH:39]=2)=[C:32]([NH:44][S:45]([CH3:48])(=[O:47])=[O:46])[CH:31]=1)[C@H:9]1[CH2:14][CH2:13][C@H:12]([C:15]2[CH:16]=[CH:17][C:18]([C:19]([OH:21])=[O:20])=[CH:24][CH:25]=2)[CH2:11][CH2:10]1)[C:2]1[CH:3]=[CH:4][CH:5]=[CH:6][CH:7]=1, predict the reactants needed to synthesize it. (3) The reactants are: C(OC([N:11]1[CH2:15][C:14]([F:17])([F:16])[CH2:13][C@H:12]1[C:18]1[N:19]([CH3:37])[C:20](=[O:36])[C:21]([OH:35])=[C:22]([C:24]([NH:26][CH2:27][C:28]2[CH:33]=[CH:32][C:31]([F:34])=[CH:30][CH:29]=2)=[O:25])[N:23]=1)=O)C1C=CC=CC=1.[F:38][C:39]([F:44])([F:43])[C:40]([OH:42])=[O:41]. Given the product [F:38][C:39]([F:44])([F:43])[C:40]([O-:42])=[O:41].[F:17][C:14]1([F:16])[CH2:15][NH2+:11][C@H:12]([C:18]2[N:19]([CH3:37])[C:20](=[O:36])[C:21]([OH:35])=[C:22]([C:24]([NH:26][CH2:27][C:28]3[CH:29]=[CH:30][C:31]([F:34])=[CH:32][CH:33]=3)=[O:25])[N:23]=2)[CH2:13]1, predict the reactants needed to synthesize it. (4) Given the product [C:1]([O:20][C:15]1[CH:16]=[CH:17][CH:18]=[CH:19][C:14]=1[C:12]#[N:13])(=[O:3])[CH3:2], predict the reactants needed to synthesize it. The reactants are: [C:1](Cl)(=[O:3])[CH3:2].C(N(CC)CC)C.[C:12]([C:14]1[CH:19]=[CH:18][CH:17]=[CH:16][C:15]=1[OH:20])#[N:13]. (5) Given the product [CH:27]1([NH:26][C:22]2[CH:21]=[C:20]([C:18]3[CH:17]=[C:16]([O:36][CH3:38])[CH:15]=[C:14]([N:11]4[CH2:10][CH2:9][NH:8][CH2:13][CH2:12]4)[N:19]=3)[CH:25]=[CH:24][N:23]=2)[CH2:28][CH2:29][CH2:30][CH2:31][CH2:32]1, predict the reactants needed to synthesize it. The reactants are: C(OC([N:8]1[CH2:13][CH2:12][N:11]([C:14]2[N:19]=[C:18]([C:20]3[CH:25]=[CH:24][N:23]=[C:22]([NH:26][CH:27]4[CH2:32][CH2:31][CH2:30][CH2:29][CH2:28]4)[CH:21]=3)[CH:17]=[C:16]([N+]([O-])=O)[CH:15]=2)[CH2:10][CH2:9]1)=O)(C)(C)C.[O:36]([CH3:38])[Na]. (6) Given the product [F:17][C:16]([F:19])([F:18])[CH:13]1[CH2:14][CH2:15][N:10]([C:8]([C:5]2[CH:6]=[CH:7][C:2]([B:20]3[O:24][C:23]([CH3:26])([CH3:25])[C:22]([CH3:28])([CH3:27])[O:21]3)=[CH:3][CH:4]=2)=[O:9])[CH2:11][CH2:12]1, predict the reactants needed to synthesize it. The reactants are: Br[C:2]1[CH:7]=[CH:6][C:5]([C:8]([N:10]2[CH2:15][CH2:14][CH:13]([C:16]([F:19])([F:18])[F:17])[CH2:12][CH2:11]2)=[O:9])=[CH:4][CH:3]=1.[B:20]1([B:20]2[O:24][C:23]([CH3:26])([CH3:25])[C:22]([CH3:28])([CH3:27])[O:21]2)[O:24][C:23]([CH3:26])([CH3:25])[C:22]([CH3:28])([CH3:27])[O:21]1.C([O-])(=O)C.[K+].